This data is from Reaction yield outcomes from USPTO patents with 853,638 reactions. The task is: Predict the reaction yield, written as a fraction of the theoretical maximum amount of product (1.0 means a 100% yield; for example, 0.34 means a 34% yield). (1) The yield is 0.550. The catalyst is C1(C)C=CC=CC=1.[Fe]. The reactants are [F:1][C:2]1[CH:11]=[C:10]([C:12]([O:14][CH3:15])=[O:13])[C:9]([N+:16]([O-])=O)=[CH:8][C:3]=1[C:4]([O:6][CH3:7])=[O:5].C(O)(=O)C. The product is [NH2:16][C:9]1[CH:8]=[C:3]([C:4]([O:6][CH3:7])=[O:5])[C:2]([F:1])=[CH:11][C:10]=1[C:12]([O:14][CH3:15])=[O:13]. (2) The yield is 0.200. The product is [ClH:2].[Cl:2][C:3]1[CH:8]=[CH:7][C:6]([C:9]2[N:14]=[C:13]([C:15]([NH:17][C@@H:18]([CH2:19][CH2:20][OH:21])[C:23]([CH3:24])([CH3:26])[CH3:25])=[O:16])[CH:12]=[CH:11][C:10]=2[C:27]2[CH:32]=[CH:31][CH:30]=[CH:29][C:28]=2[CH3:33])=[CH:5][C:4]=1[O:34][CH2:35][CH2:36][CH2:37][N:38]([CH3:40])[CH3:39]. The reactants are Cl.[Cl:2][C:3]1[CH:8]=[CH:7][C:6]([C:9]2[N:14]=[C:13]([C:15]([NH:17][C@H:18]([C:23]([CH3:26])([CH3:25])[CH3:24])[CH2:19][C:20](O)=[O:21])=[O:16])[CH:12]=[CH:11][C:10]=2[C:27]2[CH:32]=[CH:31][CH:30]=[CH:29][C:28]=2[CH3:33])=[CH:5][C:4]=1[O:34][CH2:35][CH2:36][CH2:37][N:38]([CH3:40])[CH3:39]. The catalyst is C1COCC1.CO.